Dataset: Full USPTO retrosynthesis dataset with 1.9M reactions from patents (1976-2016). Task: Predict the reactants needed to synthesize the given product. (1) Given the product [Cl:17][C:10]1[CH:11]=[CH:12][C:13]2[C:8]([CH:9]=1)=[N:7][N:6]([CH2:5][C:2]([NH:1][C:25](=[S:26])[C:24]1[CH:23]=[CH:22][C:21]([C:20]([F:19])([F:30])[F:31])=[CH:29][CH:28]=1)([C:3]#[N:4])[CH3:18])[C:14]=2[O:15][CH3:16], predict the reactants needed to synthesize it. The reactants are: [NH2:1][C:2]([CH3:18])([CH2:5][N:6]1[C:14]([O:15][CH3:16])=[C:13]2[C:8]([CH:9]=[C:10]([Cl:17])[CH:11]=[CH:12]2)=[N:7]1)[C:3]#[N:4].[F:19][C:20]([F:31])([F:30])[C:21]1[CH:29]=[CH:28][C:24]([C:25](Cl)=[S:26])=[CH:23][CH:22]=1. (2) Given the product [NH2:18][C@@H:19]([CH:22]1[CH2:23][CH2:24][N:25]([C:28]([O:30][C:31]([CH3:34])([CH3:33])[CH3:32])=[O:29])[CH2:26][CH2:27]1)[CH2:20][OH:21], predict the reactants needed to synthesize it. The reactants are: C1C2C(COC([NH:18][C@@H:19]([CH:22]3[CH2:27][CH2:26][N:25]([C:28]([O:30][C:31]([CH3:34])([CH3:33])[CH3:32])=[O:29])[CH2:24][CH2:23]3)[CH2:20][OH:21])=O)C3C(=CC=CC=3)C=2C=CC=1.N1CCCCC1. (3) Given the product [F:24][C:21]1[CH:22]=[CH:23][C:18]([N:8]2[C:4]3=[N:5][CH:6]=[CH:7][C:2]([CH3:1])=[C:3]3[CH:10]=[C:9]2[C:11]2[CH:16]=[CH:15][N:14]=[CH:13][CH:12]=2)=[CH:19][CH:20]=1, predict the reactants needed to synthesize it. The reactants are: [CH3:1][C:2]1[CH:7]=[CH:6][N:5]=[C:4]2[NH:8][C:9]([C:11]3[CH:16]=[CH:15][N:14]=[CH:13][CH:12]=3)=[CH:10][C:3]=12.Br[C:18]1[CH:23]=[CH:22][C:21]([F:24])=[CH:20][CH:19]=1.C(=O)([O-])[O-].[Na+].[Na+].Cl. (4) Given the product [ClH:24].[CH:9]12[NH:8][CH:13]([CH2:14][CH2:15]1)[CH2:12][N:11]([C:21]([NH2:20])=[O:22])[CH2:10]2, predict the reactants needed to synthesize it. The reactants are: C(OC([N:8]1[CH:13]2[CH2:14][CH2:15][CH:9]1[CH2:10][NH:11][CH2:12]2)=O)(C)(C)C.C[Si]([N:20]=[C:21]=[O:22])(C)C.C(Cl)[Cl:24].